This data is from Forward reaction prediction with 1.9M reactions from USPTO patents (1976-2016). The task is: Predict the product of the given reaction. (1) The product is: [CH3:22][O:21][CH2:20][CH2:19][N:7]([C:3]([CH3:6])([CH3:4])[CH3:5])[S:8]([C:11]1[CH:12]=[CH:13][C:14]([I:17])=[CH:15][CH:16]=1)(=[O:9])=[O:10]. Given the reactants [H-].[Na+].[C:3]([NH:7][S:8]([C:11]1[CH:16]=[CH:15][C:14]([I:17])=[CH:13][CH:12]=1)(=[O:10])=[O:9])([CH3:6])([CH3:5])[CH3:4].Br[CH2:19][CH2:20][O:21][CH3:22].[I-].[Na+], predict the reaction product. (2) The product is: [C:16]([C:4]1[CH:5]=[CH:6][C:7]([O:8][CH2:9][C:10]2[CH:15]=[CH:14][CH:13]=[CH:12][CH:11]=2)=[C:2]([NH:1][S:22]([CH:19]([CH3:21])[CH3:20])(=[O:24])=[O:23])[CH:3]=1)(=[O:18])[CH3:17]. Given the reactants [NH2:1][C:2]1[CH:3]=[C:4]([C:16](=[O:18])[CH3:17])[CH:5]=[CH:6][C:7]=1[O:8][CH2:9][C:10]1[CH:15]=[CH:14][CH:13]=[CH:12][CH:11]=1.[CH:19]([S:22](Cl)(=[O:24])=[O:23])([CH3:21])[CH3:20], predict the reaction product.